This data is from Full USPTO retrosynthesis dataset with 1.9M reactions from patents (1976-2016). The task is: Predict the reactants needed to synthesize the given product. (1) Given the product [Cl:19][C:20]1[C:29]2[C:24](=[CH:25][CH:26]=[C:27]([S:30]([NH:2][C:3]3([C:7]([O:9][CH2:10][CH3:11])=[O:8])[CH2:6][CH2:5][CH2:4]3)(=[O:32])=[O:31])[CH:28]=2)[C:23]([Cl:34])=[CH:22][N:21]=1, predict the reactants needed to synthesize it. The reactants are: Cl.[NH2:2][C:3]1([C:7]([O:9][CH2:10][CH3:11])=[O:8])[CH2:6][CH2:5][CH2:4]1.CCN(CC)CC.[Cl:19][C:20]1[C:29]2[C:24](=[CH:25][CH:26]=[C:27]([S:30](Cl)(=[O:32])=[O:31])[CH:28]=2)[C:23]([Cl:34])=[CH:22][N:21]=1. (2) Given the product [CH3:1][C:2]1[CH:3]=[CH:4][CH:5]=[C:6]2[C:7]=1[C:8](=[O:9])[NH:17][CH:16]=[N:11]2, predict the reactants needed to synthesize it. The reactants are: [CH3:1][C:2]1[CH:3]=[CH:4][CH:5]=[C:6]([NH2:11])[C:7]=1[C:8](O)=[O:9].C(O)(=O)C.[CH:16](N)=[NH:17]. (3) The reactants are: [CH2:1]([O:3][C:4]1[CH:5]=[CH:6][C:7]([F:21])=[C:8]([C:10]2[CH:15]=[C:14]([CH:16]([CH3:18])[CH3:17])[N:13]=[C:12]([CH:19]=O)[CH:11]=2)[CH:9]=1)[CH3:2].[NH2:22][CH:23]1[CH2:27][CH2:26][N:25]([CH3:28])[C:24]1=[O:29].S([O-])([O-])(=O)=O.[Mg+2]. Given the product [CH2:1]([O:3][C:4]1[CH:5]=[CH:6][C:7]([F:21])=[C:8]([C:10]2[CH:15]=[C:14]([CH:16]([CH3:18])[CH3:17])[N:13]=[C:12](/[CH:19]=[N:22]/[CH:23]3[CH2:27][CH2:26][N:25]([CH3:28])[C:24]3=[O:29])[CH:11]=2)[CH:9]=1)[CH3:2], predict the reactants needed to synthesize it. (4) Given the product [F:1][C:2]1[CH:3]=[CH:4][C:5]([CH2:8][OH:9])=[N:6][CH:7]=1, predict the reactants needed to synthesize it. The reactants are: [F:1][C:2]1[CH:3]=[CH:4][C:5]([C:8](OCC)=[O:9])=[N:6][CH:7]=1.[Li+].[BH4-]. (5) Given the product [F:47][C:45]1[CH:46]=[C:41]([CH:42]=[C:43]([F:48])[CH:44]=1)[CH2:40][C@@H:10]1[CH2:9][NH:8][CH2:13][CH2:12][N:11]1[C:14]([C:16]1[N:17]=[CH:18][N:19]([C@H:27]2[CH2:32][CH2:31][CH2:30][CH2:29][C@@H:28]2[NH:33][C:34](=[O:39])[O:35][CH2:36][CH2:37][F:38])[C:20]=1[C:21]1[CH:22]=[CH:23][CH:24]=[CH:25][CH:26]=1)=[O:15], predict the reactants needed to synthesize it. The reactants are: C([N:8]1[CH2:13][CH2:12][N:11]([C:14]([C:16]2[N:17]=[CH:18][N:19]([C@H:27]3[CH2:32][CH2:31][CH2:30][CH2:29][C@@H:28]3[NH:33][C:34](=[O:39])[O:35][CH2:36][CH2:37][F:38])[C:20]=2[C:21]2[CH:26]=[CH:25][CH:24]=[CH:23][CH:22]=2)=[O:15])[C@H:10]([CH2:40][C:41]2[CH:46]=[C:45]([F:47])[CH:44]=[C:43]([F:48])[CH:42]=2)[CH2:9]1)C1C=CC=CC=1. (6) The reactants are: [CH3:1][C:2]1[NH:3][C:4]2[C:9]([C:10]=1[C:11]([O:13][CH2:14][CH3:15])=[O:12])=[CH:8][CH:7]=[CH:6][CH:5]=2.[H-].[Na+].Br[CH:19]([C:21]1[CH:26]=[CH:25][C:24]([Cl:27])=[CH:23][CH:22]=1)[CH3:20]. Given the product [Cl:27][C:24]1[CH:25]=[CH:26][C:21]([CH:19]([N:3]2[C:4]3[C:9](=[CH:8][CH:7]=[CH:6][CH:5]=3)[C:10]([C:11]([O:13][CH2:14][CH3:15])=[O:12])=[C:2]2[CH3:1])[CH3:20])=[CH:22][CH:23]=1, predict the reactants needed to synthesize it. (7) Given the product [F:1][C:2]1[C:3]([OH:10])=[C:4]([CH:7]=[C:8]([N+:11]([O-:13])=[O:12])[CH:9]=1)[CH:5]=[O:6], predict the reactants needed to synthesize it. The reactants are: [F:1][C:2]1[CH:9]=[CH:8][CH:7]=[C:4]([CH:5]=[O:6])[C:3]=1[OH:10].[N+:11]([O-])([OH:13])=[O:12]. (8) Given the product [Cl:8][C:5]1[CH:6]=[CH:7][C:2]([N:1]2[C:14]([CH3:15])=[CH:13][CH:9]=[C:10]2[CH3:12])=[N:3][CH:4]=1, predict the reactants needed to synthesize it. The reactants are: [NH2:1][C:2]1[CH:7]=[CH:6][C:5]([Cl:8])=[CH:4][N:3]=1.[CH2:9]([CH2:13][C:14](=O)[CH3:15])[C:10]([CH3:12])=O.C1(C)C=CC(S(O)(=O)=O)=CC=1. (9) Given the product [CH3:32][C:13]1[CH:12]=[C:11]([C:4]2[C:5]([CH3:10])=[C:6]([C:7]([NH2:33])=[O:8])[N:2]([CH3:1])[N:3]=2)[CH:16]=[CH:15][C:14]=1[O:17][CH2:18][C:19]1[CH:24]=[CH:23][CH:22]=[CH:21][C:20]=1[N:25]1[C:29](=[O:30])[N:28]([CH3:31])[N:27]=[N:26]1, predict the reactants needed to synthesize it. The reactants are: [CH3:1][N:2]1[C:6]([C:7](Cl)=[O:8])=[C:5]([CH3:10])[C:4]([C:11]2[CH:16]=[CH:15][C:14]([O:17][CH2:18][C:19]3[CH:24]=[CH:23][CH:22]=[CH:21][C:20]=3[N:25]3[C:29](=[O:30])[N:28]([CH3:31])[N:27]=[N:26]3)=[C:13]([CH3:32])[CH:12]=2)=[N:3]1.[NH3:33]. (10) Given the product [CH3:43][C:44]([CH3:49])([CH3:48])[C:45]([N:22]1[CH2:21][CH2:20][C:19]([CH2:18][CH2:17][N:16]2[C@H:14]3[CH2:13][CH2:12][C@@H:11]2[CH2:10][CH:9]([N:8]2[C:7]4[CH:32]=[CH:33][CH:34]=[CH:35][C:6]=4[N:5]=[C:4]2[CH3:3])[CH2:15]3)([C:25]2[CH:30]=[CH:29][CH:28]=[CH:27][C:26]=2[CH3:31])[CH2:24][CH2:23]1)=[O:46], predict the reactants needed to synthesize it. The reactants are: Cl.Cl.[CH3:3][C:4]1[N:8]([CH:9]2[CH2:15][CH:14]3[N:16]([CH2:17][CH2:18][C:19]4([C:25]5[CH:30]=[CH:29][CH:28]=[CH:27][C:26]=5[CH3:31])[CH2:24][CH2:23][NH:22][CH2:21][CH2:20]4)[CH:11]([CH2:12][CH2:13]3)[CH2:10]2)[C:7]2[CH:32]=[CH:33][CH:34]=[CH:35][C:6]=2[N:5]=1.C(N(CC)CC)C.[CH3:43][C:44]([CH3:49])([CH3:48])[C:45](Cl)=[O:46].